From a dataset of Forward reaction prediction with 1.9M reactions from USPTO patents (1976-2016). Predict the product of the given reaction. (1) Given the reactants [C:1]([C:3]1[CH:8]=[CH:7][C:6]([N:9]([CH2:14][C:15]([F:18])([F:17])[F:16])[CH2:10][C:11](O)=[O:12])=[CH:5][C:4]=1[C:19]([F:22])([F:21])[F:20])#[N:2].[CH3:23][N:24]([CH3:26])[NH2:25], predict the reaction product. The product is: [C:1]([C:3]1[CH:8]=[CH:7][C:6]([N:9]([CH2:14][C:15]([F:16])([F:17])[F:18])[CH2:10][C:11]([NH:25][N:24]([CH3:26])[CH3:23])=[O:12])=[CH:5][C:4]=1[C:19]([F:20])([F:22])[F:21])#[N:2]. (2) Given the reactants CC1C=CC(S([CH2:11][N+:12]#[C-:13])(=O)=O)=CC=1.[N:14]1[CH:19]=[CH:18][CH:17]=[CH:16][C:15]=1[CH:20]=O.[Na].O1CC[N:25]=C1, predict the reaction product. The product is: [NH:12]1[CH:13]=[C:20]([C:15]2[CH:16]=[CH:17][CH:18]=[CH:19][N:14]=2)[N:25]=[CH:11]1. (3) Given the reactants [Cl:1][C:2]1[C:3]2[CH2:19][CH2:18][C:17](=[O:20])[NH:16][C:4]=2[N:5]=[C:6](/[CH:8]=C/C2C=CC=CC=2)[N:7]=1.[O:21]1CCOCC1.O, predict the reaction product. The product is: [Cl:1][C:2]1[C:3]2[CH2:19][CH2:18][C:17](=[O:20])[NH:16][C:4]=2[N:5]=[C:6]([CH:8]=[O:21])[N:7]=1. (4) Given the reactants C([O-])([O-])=O.[K+].[K+].Cl[C:8]1[CH:17]=[C:16]([C:18]([NH:20][CH2:21][C@H:22]2[CH2:27][CH2:26][C@H:25]([CH2:28][NH:29][C:30](=[O:36])[O:31][C:32]([CH3:35])([CH3:34])[CH3:33])[CH2:24][CH2:23]2)=[O:19])[C:15]2[C:10](=[CH:11][CH:12]=[CH:13][CH:14]=2)[N:9]=1.Cl.[NH2:38][C:39]1[CH:44]=[CH:43][C:42](B(O)O)=[CH:41][CH:40]=1, predict the reaction product. The product is: [NH2:38][C:39]1[CH:44]=[CH:43][C:42]([C:8]2[CH:17]=[C:16]([C:18]([NH:20][CH2:21][C@H:22]3[CH2:27][CH2:26][C@H:25]([CH2:28][NH:29][C:30](=[O:36])[O:31][C:32]([CH3:35])([CH3:34])[CH3:33])[CH2:24][CH2:23]3)=[O:19])[C:15]3[C:10](=[CH:11][CH:12]=[CH:13][CH:14]=3)[N:9]=2)=[CH:41][CH:40]=1.